Dataset: Full USPTO retrosynthesis dataset with 1.9M reactions from patents (1976-2016). Task: Predict the reactants needed to synthesize the given product. (1) Given the product [CH2:1]([N:8]1[C:12]2[CH:13]=[C:14]([NH:21][CH:22]3[CH2:27][CH2:26][N:25]([CH2:29][CH3:30])[CH2:24][CH2:23]3)[C:15]3[N:16]([C:17]([CH3:20])=[N:18][N:19]=3)[C:11]=2[CH:10]=[C:9]1[CH3:28])[C:2]1[CH:3]=[CH:4][CH:5]=[CH:6][CH:7]=1, predict the reactants needed to synthesize it. The reactants are: [CH2:1]([N:8]1[C:12]2[CH:13]=[C:14]([NH:21][CH:22]3[CH2:27][CH2:26][NH:25][CH2:24][CH2:23]3)[C:15]3[N:16]([C:17]([CH3:20])=[N:18][N:19]=3)[C:11]=2[CH:10]=[C:9]1[CH3:28])[C:2]1[CH:7]=[CH:6][CH:5]=[CH:4][CH:3]=1.[CH:29](=O)[CH3:30].[BH-](OC(C)=O)(OC(C)=O)OC(C)=O.[Na+]. (2) Given the product [CH2:2]([O:4][C:5]([N:7]1[CH2:12][CH2:11][N:10]([CH2:13][CH:14]([C:15]2[CH:20]=[CH:19][C:18]([F:21])=[CH:17][CH:16]=2)[N:23]2[CH2:11][CH2:12][N:7]([CH3:5])[CH2:8][CH2:9]2)[CH2:9][CH2:8]1)=[O:6])[CH3:3], predict the reactants needed to synthesize it. The reactants are: Cl.[CH2:2]([O:4][C:5]([N:7]1[CH2:12][CH2:11][N:10]([CH2:13][CH:14](Cl)[C:15]2[CH:20]=[CH:19][C:18]([F:21])=[CH:17][CH:16]=2)[CH2:9][CH2:8]1)=[O:6])[CH3:3].[NH3:23]. (3) Given the product [C:1]([C:5]1[N:10]=[C:9]2[N:11]([CH2:28][C:29]3[CH:34]=[CH:33][CH:32]=[CH:31][C:30]=3[S:35]([CH3:38])(=[O:37])=[O:36])[N:12]=[CH:13][C:8]2=[C:7]([N:14]2[CH2:18][CH2:17][C@H:16]([OH:19])[CH2:15]2)[N:6]=1)([CH3:4])([CH3:3])[CH3:2], predict the reactants needed to synthesize it. The reactants are: [C:1]([C:5]1[N:10]=[C:9]2[NH:11][N:12]=[CH:13][C:8]2=[C:7]([N:14]2[CH2:18][CH2:17][C@H:16]([O:19][Si](C(C)(C)C)(C)C)[CH2:15]2)[N:6]=1)([CH3:4])([CH3:3])[CH3:2].Cl[CH2:28][C:29]1[CH:34]=[CH:33][CH:32]=[CH:31][C:30]=1[S:35]([CH3:38])(=[O:37])=[O:36]. (4) Given the product [Br:23][C:20]1[CH:21]=[CH:22][C:17]([CH2:16][NH:15][C:14]([C:8]2[CH:9]=[CH:10][C:11]([O:32][CH3:30])=[CH:12][C:7]=2[O:6][CH2:5][C:4]([OH:3])=[O:26])=[O:25])=[C:18]([F:24])[CH:19]=1, predict the reactants needed to synthesize it. The reactants are: C([O:3][C:4](=[O:26])[CH2:5][O:6][C:7]1[CH:12]=[C:11](Cl)[CH:10]=[CH:9][C:8]=1[C:14](=[O:25])[NH:15][CH2:16][C:17]1[CH:22]=[CH:21][C:20]([Br:23])=[CH:19][C:18]=1[F:24])C.[OH-].[Na+].Cl.[CH2:30]([OH:32])C. (5) Given the product [CH:9]([N:6]1[C:7](=[O:8])[C:2]([O:1][CH3:18])=[C:3]2[C:16](=[O:17])[NH:15][CH2:14][CH2:13][N:4]2[C:5]1=[O:12])([CH3:10])[CH3:11], predict the reactants needed to synthesize it. The reactants are: [OH:1][C:2]1[C:7](=[O:8])[N:6]([CH:9]([CH3:11])[CH3:10])[C:5](=[O:12])[N:4]2[CH2:13][CH2:14][NH:15][C:16](=[O:17])[C:3]=12.[CH3:18][Si](C=[N+]=[N-])(C)C. (6) The reactants are: [Br:1][C:2]1[CH:11]=[C:10]2[C:5]([CH:6]=[N:7][C:8](O)=[N:9]2)=[CH:4][CH:3]=1.P(Cl)(Cl)([Cl:15])=O. Given the product [Br:1][C:2]1[CH:11]=[C:10]2[C:5]([CH:6]=[N:7][C:8]([Cl:15])=[N:9]2)=[CH:4][CH:3]=1, predict the reactants needed to synthesize it.